Dataset: Forward reaction prediction with 1.9M reactions from USPTO patents (1976-2016). Task: Predict the product of the given reaction. (1) Given the reactants F[C:2]1[CH:3]=[CH:4][C:5]2[N:6]([C:8]([C:11]3[S:15][C:14]([C:16](=[O:18])[CH3:17])=[CH:13][CH:12]=3)=[CH:9][N:10]=2)[N:7]=1.Cl.[F:20][CH2:21][CH2:22][CH2:23][NH2:24], predict the reaction product. The product is: [F:20][CH2:21][CH2:22][CH2:23][NH:24][C:2]1[CH:3]=[CH:4][C:5]2[N:6]([C:8]([C:11]3[S:15][C:14]([C:16](=[O:18])[CH3:17])=[CH:13][CH:12]=3)=[CH:9][N:10]=2)[N:7]=1. (2) Given the reactants [Cl:1][C:2]1[CH:27]=[CH:26][C:5]([CH2:6][N:7]2[C:15]3[C:10](=[CH:11][C:12]([CH:16]=[C:17]4[S:21][CH:20](SCC)[NH:19][C:18]4=[O:25])=[CH:13][CH:14]=3)[CH:9]=[N:8]2)=[C:4]([C:28]([F:31])([F:30])[F:29])[CH:3]=1.[CH3:32][NH:33][CH2:34][CH2:35][N:36]1[CH2:41][CH2:40][O:39][CH2:38][CH2:37]1, predict the reaction product. The product is: [Cl:1][C:2]1[CH:27]=[CH:26][C:5]([CH2:6][N:7]2[C:15]3[C:10](=[CH:11][C:12]([CH:16]=[C:17]4[S:21][C:20]([N:33]([CH3:32])[CH2:34][CH2:35][N:36]5[CH2:41][CH2:40][O:39][CH2:38][CH2:37]5)=[N:19][C:18]4=[O:25])=[CH:13][CH:14]=3)[CH:9]=[N:8]2)=[C:4]([C:28]([F:31])([F:30])[F:29])[CH:3]=1. (3) Given the reactants [CH3:1][N:2]1[CH2:7][CH2:6][N:5]([CH2:8][CH2:9][CH2:10][OH:11])[CH2:4][CH2:3]1.[H-].[Na+].F[C:15]1[CH:24]=[C:23]2[C:18]([C:19](=[O:25])[NH:20][CH:21]=[N:22]2)=[CH:17][CH:16]=1, predict the reaction product. The product is: [CH3:1][N:2]1[CH2:7][CH2:6][N:5]([CH2:8][CH2:9][CH2:10][O:11][C:15]2[CH:24]=[C:23]3[C:18]([C:19](=[O:25])[NH:20][CH:21]=[N:22]3)=[CH:17][CH:16]=2)[CH2:4][CH2:3]1.